This data is from Catalyst prediction with 721,799 reactions and 888 catalyst types from USPTO. The task is: Predict which catalyst facilitates the given reaction. (1) Reactant: Br[C:2]1[CH:3]=[C:4]2[C:9](=[CH:10][C:11]=1[O:12][CH3:13])[CH:8]([C:14]1([C:18]3[CH:23]=[CH:22][C:21]([Cl:24])=[CH:20][CH:19]=3)[CH2:17][CH2:16][CH2:15]1)[NH:7][CH2:6][CH2:5]2.[C:25]([N:32]1[CH2:37][CH2:36][NH:35][CH2:34][CH2:33]1)([O:27][C:28]([CH3:31])([CH3:30])[CH3:29])=[O:26].C1(P(C2CCCCC2)C2C=CC=CC=2C2C(N(C)C)=CC=CC=2)CCCCC1. Product: [Cl:24][C:21]1[CH:20]=[CH:19][C:18]([C:14]2([CH:8]3[C:9]4[C:4](=[CH:3][C:2]([N:35]5[CH2:34][CH2:33][N:32]([C:25]([O:27][C:28]([CH3:31])([CH3:30])[CH3:29])=[O:26])[CH2:37][CH2:36]5)=[C:11]([O:12][CH3:13])[CH:10]=4)[CH2:5][CH2:6][NH:7]3)[CH2:15][CH2:16][CH2:17]2)=[CH:23][CH:22]=1. The catalyst class is: 11. (2) Reactant: [Cl:1][C:2]1[CH:32]=[CH:31][CH:30]=[C:29]([C:33]([F:36])([F:35])[F:34])[C:3]=1[C:4]([N:6]1[C:14]2[C:9](=[CH:10][CH:11]=[C:12]([C:15]#[C:16][CH2:17][OH:18])[CH:13]=2)[C:8]([C:19]2[CH:28]=[CH:27][C:22]([C:23]([O:25]C)=[O:24])=[CH:21][CH:20]=2)=[N:7]1)=[O:5].O[Li].O.Cl. Product: [Cl:1][C:2]1[CH:32]=[CH:31][CH:30]=[C:29]([C:33]([F:36])([F:34])[F:35])[C:3]=1[C:4]([N:6]1[C:14]2[C:9](=[CH:10][CH:11]=[C:12]([C:15]#[C:16][CH2:17][OH:18])[CH:13]=2)[C:8]([C:19]2[CH:28]=[CH:27][C:22]([C:23]([OH:25])=[O:24])=[CH:21][CH:20]=2)=[N:7]1)=[O:5]. The catalyst class is: 20. (3) Reactant: [Cl:1][C:2]1[C:3]([N:16]2[CH2:21][CH2:20][CH2:19][C@@H:18]([N:22](C)[C:23](=O)OC(C)(C)C)[CH2:17]2)=[C:4]2[C:10]([NH:11][C:12](=[O:15])[CH2:13][CH3:14])=[CH:9][NH:8][C:5]2=[N:6][CH:7]=1.C(O)(C(F)(F)F)=O. The catalyst class is: 2. Product: [ClH:1].[Cl:1][C:2]1[C:3]([N:16]2[CH2:21][CH2:20][CH2:19][C@@H:18]([NH:22][CH3:23])[CH2:17]2)=[C:4]2[C:10]([NH:11][C:12](=[O:15])[CH2:13][CH3:14])=[CH:9][NH:8][C:5]2=[N:6][CH:7]=1. (4) Reactant: [C:1]([N:8]1[CH2:12][C@@H:11]([N:13]([C:21](=[O:26])[C:22]([CH3:25])([CH3:24])[CH3:23])[C@H:14]2[CH2:19][CH2:18][C@@H:17]([CH3:20])[CH2:16][CH2:15]2)[CH2:10][C@H:9]1[C:27]([NH2:29])=O)([O:3][C:4]([CH3:7])([CH3:6])[CH3:5])=[O:2].C(OC(C(F)(F)F)=O)(C(F)(F)F)=O. Product: [C:1]([N:8]1[CH2:12][C@@H:11]([N:13]([C:21](=[O:26])[C:22]([CH3:25])([CH3:24])[CH3:23])[C@H:14]2[CH2:15][CH2:16][C@@H:17]([CH3:20])[CH2:18][CH2:19]2)[CH2:10][C@H:9]1[C:27]#[N:29])([O:3][C:4]([CH3:5])([CH3:7])[CH3:6])=[O:2]. The catalyst class is: 2. (5) Reactant: [CH3:1][C:2]1([CH3:27])[CH2:7][C:6]([CH3:9])([CH3:8])[CH2:5][CH:4]([C:10]2[CH:15]=[CH:14][CH:13]=[CH:12][C:11]=2[N:16]2[CH2:21][CH2:20][N:19]([CH2:22][C:23](=[O:26])[CH2:24][CH3:25])[CH2:18][CH2:17]2)[CH2:3]1.[BH4-].[Na+].[Cl-:30].[NH4+]. Product: [ClH:30].[CH3:27][C:2]1([CH3:1])[CH2:7][C:6]([CH3:8])([CH3:9])[CH2:5][CH:4]([C:10]2[CH:15]=[CH:14][CH:13]=[CH:12][C:11]=2[N:16]2[CH2:21][CH2:20][N:19]([CH2:22][CH:23]([OH:26])[CH2:24][CH3:25])[CH2:18][CH2:17]2)[CH2:3]1. The catalyst class is: 5. (6) Reactant: [NH:1]1[C:9]2[C:4](=[CH:5][CH:6]=[C:7](/[CH:10]=[CH:11]/[C:12](=[O:17])[CH2:13][C:14](=[O:16])[CH3:15])[CH:8]=2)[CH:3]=[CH:2]1.[B]=O.[O:20]1[CH2:25][CH2:24][N:23]([CH2:26][CH2:27][O:28][C:29]2[CH:36]=[CH:35][C:32]([CH:33]=O)=[CH:31][CH:30]=2)[CH2:22][CH2:21]1.B(OCCCC)(OCCCC)OCCCC.N1CCCCC1.C([O-])([O-])=O.[K+].[K+]. Product: [NH:1]1[C:9]2[C:4](=[CH:5][CH:6]=[C:7](/[CH:10]=[CH:11]/[C:12](=[O:17])[CH2:13][C:14](=[O:16])/[CH:15]=[CH:33]/[C:32]3[CH:35]=[CH:36][C:29]([O:28][CH2:27][CH2:26][N:23]4[CH2:24][CH2:25][O:20][CH2:21][CH2:22]4)=[CH:30][CH:31]=3)[CH:8]=2)[CH:3]=[CH:2]1. The catalyst class is: 49.